The task is: Predict the product of the given reaction.. This data is from Forward reaction prediction with 1.9M reactions from USPTO patents (1976-2016). (1) Given the reactants Cl[C:2]1[N:3]=[C:4]([N:25]2[CH2:30][CH2:29][O:28][CH2:27][CH2:26]2)[C:5]2[N:11]=[C:10]([CH2:12][N:13]3[CH2:18][CH2:17][N:16]([C:19]([CH3:24])([CH3:23])[C:20]([NH2:22])=[O:21])[CH2:15][CH2:14]3)[CH:9]=[CH:8][C:6]=2[N:7]=1.C1(S([N:40]2[C:48]3[C:43](=[CH:44][CH:45]=[CH:46][CH:47]=3)[C:42](B(O)O)=[CH:41]2)(=O)=O)C=CC=CC=1.[OH-].[K+], predict the reaction product. The product is: [NH:40]1[C:48]2[C:43](=[CH:44][CH:45]=[CH:46][CH:47]=2)[C:42]([C:2]2[N:3]=[C:4]([N:25]3[CH2:30][CH2:29][O:28][CH2:27][CH2:26]3)[C:5]3[N:11]=[C:10]([CH2:12][N:13]4[CH2:18][CH2:17][N:16]([C:19]([CH3:24])([CH3:23])[C:20]([NH2:22])=[O:21])[CH2:15][CH2:14]4)[CH:9]=[CH:8][C:6]=3[N:7]=2)=[CH:41]1. (2) Given the reactants FC(F)(F)C(O)=O.[C:8]([C:12]1[CH:61]=[CH:60][C:15]2[NH:16][C:17]([CH2:19][CH2:20][CH:21]3[CH2:24][CH:23]([N:25]([CH2:28][C@@H:29]4[C@H:33]5[O:34]C(C)(C)[O:36][C@H:32]5[C@H:31]([N:39]5[C:43]6[N:44]=[CH:45][N:46]=[C:47]([NH:48]CC7C=CC(OC)=CC=7OC)[C:42]=6[CH:41]=[CH:40]5)[CH2:30]4)[CH2:26][CH3:27])[CH2:22]3)=[N:18][C:14]=2[CH:13]=1)([CH3:11])([CH3:10])[CH3:9].C([SiH](CC)CC)C.C([O-])([O-])=O.[K+].[K+], predict the reaction product. The product is: [NH2:48][C:47]1[C:42]2[CH:41]=[CH:40][N:39]([C@@H:31]3[CH2:30][C@H:29]([CH2:28][N:25]([CH:23]4[CH2:22][CH:21]([CH2:20][CH2:19][C:17]5[NH:16][C:15]6[CH:60]=[CH:61][C:12]([C:8]([CH3:10])([CH3:9])[CH3:11])=[CH:13][C:14]=6[N:18]=5)[CH2:24]4)[CH2:26][CH3:27])[C@@H:33]([OH:34])[C@H:32]3[OH:36])[C:43]=2[N:44]=[CH:45][N:46]=1. (3) Given the reactants [C:1]([C:5]1[CH:6]=[C:7]([C:16]2[CH:17]=[C:18]([C:23]3[CH:28]=[CH:27][C:26]([C:29]([O:31][CH2:32][CH3:33])=[O:30])=[CH:25][CH:24]=3)[CH:19]=[CH:20][C:21]=2O)[CH:8]=[CH:9][C:10]=1[N:11]([CH2:14][CH3:15])[CH2:12][CH3:13])([CH3:4])([CH3:3])[CH3:2].C(=O)([O-])[O-:35].[Cs+].[Cs+].Br[CH2:41][CH2:42][CH2:43][CH2:44][O:45][Si:46]([C:49]([CH3:52])([CH3:51])[CH3:50])([CH3:48])[CH3:47], predict the reaction product. The product is: [C:1]([C:5]1[CH:6]=[C:7]([C:16]2[CH:17]=[C:18]([C:23]3[CH:24]=[CH:25][C:26]([O:35][CH2:41][CH2:42][CH2:43][CH2:44][O:45][Si:46]([C:49]([CH3:52])([CH3:51])[CH3:50])([CH3:48])[CH3:47])([C:29]([O:31][CH2:32][CH3:33])=[O:30])[CH2:27][CH:28]=3)[CH:19]=[CH:20][CH:21]=2)[CH:8]=[CH:9][C:10]=1[N:11]([CH2:14][CH3:15])[CH2:12][CH3:13])([CH3:2])([CH3:4])[CH3:3]. (4) Given the reactants [N:1]1[CH:6]=[CH:5][C:4]([CH3:7])=[CH:3][CH:2]=1.[Li+].C[Si]([N-][Si](C)(C)C)(C)C.[F:18][C:19]1[CH:29]=[CH:28][C:22]([C:23](OCC)=[O:24])=[CH:21][CH:20]=1.O, predict the reaction product. The product is: [F:18][C:19]1[CH:29]=[CH:28][C:22]([C:23](=[O:24])[CH2:7][C:4]2[CH:5]=[CH:6][N:1]=[CH:2][CH:3]=2)=[CH:21][CH:20]=1. (5) Given the reactants Cl.Cl.[CH2:3]([N:5]1[CH2:10][CH2:9][CH2:8][CH:7]([CH2:11][C:12]2([OH:18])[CH2:17][CH2:16][NH:15][CH2:14][CH2:13]2)[CH2:6]1)[CH3:4].C(N(C(C)C)CC)(C)C.CN(C)C=O.[Cl:33][C:34]1[CH:35]=[C:36]([N:41]=[C:42]=[O:43])[CH:37]=[CH:38][C:39]=1[Cl:40], predict the reaction product. The product is: [Cl:33][C:34]1[CH:35]=[C:36]([NH:41][C:42]([N:15]2[CH2:14][CH2:13][C:12]([CH2:11][CH:7]3[CH2:8][CH2:9][CH2:10][N:5]([CH2:3][CH3:4])[CH2:6]3)([OH:18])[CH2:17][CH2:16]2)=[O:43])[CH:37]=[CH:38][C:39]=1[Cl:40].